Dataset: Forward reaction prediction with 1.9M reactions from USPTO patents (1976-2016). Task: Predict the product of the given reaction. (1) Given the reactants CCN(C(C)C)C(C)C.[C:10]([C:13]1[CH:18]=[N:17][N:16]2[CH:19]=[C:20]([C:22]3[CH:23]=[N:24][N:25]([CH2:27][C:28](O)=[O:29])[CH:26]=3)[CH:21]=[C:15]2[C:14]=1[NH:31][C@H:32]1[C@@H:36]([CH3:37])[CH2:35][N:34]([C:38]2[CH:43]=[CH:42][C:41]([C:44]#[N:45])=[CH:40][N:39]=2)[CH2:33]1)(=[O:12])[NH2:11].CN(C(ON1N=NC2C=CC=NC1=2)=[N+](C)C)C.F[P-](F)(F)(F)(F)F.Cl.[F:71][C:72]1([F:76])[CH2:75][NH:74][CH2:73]1, predict the reaction product. The product is: [C:44]([C:41]1[CH:42]=[CH:43][C:38]([N:34]2[CH2:35][C@H:36]([CH3:37])[C@H:32]([NH:31][C:14]3[C:15]4[N:16]([CH:19]=[C:20]([C:22]5[CH:23]=[N:24][N:25]([CH2:27][C:28]([N:74]6[CH2:75][C:72]([F:76])([F:71])[CH2:73]6)=[O:29])[CH:26]=5)[CH:21]=4)[N:17]=[CH:18][C:13]=3[C:10]([NH2:11])=[O:12])[CH2:33]2)=[N:39][CH:40]=1)#[N:45]. (2) Given the reactants [Cl:1][C:2]1[N:3]=[N:4][CH:5]=[C:6]([C:9]2[CH:14]=[CH:13][C:12]([Cl:15])=[CH:11][CH:10]=2)[C:7]=1[Cl:8].[NH2:16][NH2:17], predict the reaction product. The product is: [Cl:8][C:7]1[C:6]([C:9]2[CH:14]=[CH:13][C:12]([Cl:15])=[CH:11][CH:10]=2)=[CH:5][N:4]=[N:3][C:2]=1[NH:16][NH2:17].[Cl:1][C:2]1[N:3]=[N:4][CH:5]=[C:6]([C:9]2[CH:14]=[CH:13][C:12]([Cl:15])=[CH:11][CH:10]=2)[C:7]=1[NH:16][NH2:17]. (3) The product is: [CH3:1][CH2:2][O:3][C:4]([C:6]1[N:7]([C:16]([O:18][C:19]([CH3:21])([CH3:20])[CH3:22])=[O:17])[C:8]2[C:13]([CH:14]=1)=[C:12]([O:15][CH2:33][C:30]1[C:29]3[CH:35]=[CH:36][C:26]([O:25][CH2:23][CH3:24])=[CH:27][C:28]=3[O:32][CH:31]=1)[CH:11]=[CH:10][CH:9]=2)=[O:5]. Given the reactants [CH3:1][CH2:2][O:3][C:4]([C:6]1[N:7]([C:16]([O:18][C:19]([CH3:22])([CH3:21])[CH3:20])=[O:17])[C:8]2[C:13]([CH:14]=1)=[C:12]([OH:15])[CH:11]=[CH:10][CH:9]=2)=[O:5].[CH2:23]([O:25][C:26]1[CH:36]=[CH:35][C:29]2[C:30]([CH2:33]O)=[CH:31][O:32][C:28]=2[CH:27]=1)[CH3:24].C1(P(C2C=CC=CC=2)C2C=CC=CC=2)C=CC=CC=1.N(C(OCC)=O)=NC([O-])=O, predict the reaction product. (4) Given the reactants [F:1][C:2]1[CH:3]=[CH:4][C:5]([C:8]2[N:9]=[C:10]([C@H:13]3[CH2:25][C:24]4[C:23]5[C:18](=[CH:19][CH:20]=[CH:21][CH:22]=5)[NH:17][C:16]=4[C:15]([C:31]4[N:35]=[C:34]([CH3:36])[O:33][N:32]=4)([C:26]([O:28][CH2:29]C)=O)[NH:14]3)[NH:11][CH:12]=2)=[N:6][CH:7]=1.[NH2:37][NH2:38].C1N=CN(C(N2C=NC=C2)=[O:45])C=1, predict the reaction product. The product is: [F:1][C:2]1[CH:3]=[CH:4][C:5]([C:8]2[N:9]=[C:10]([C@H:13]3[CH2:25][C:24]4[C:23]5[C:18](=[CH:19][CH:20]=[CH:21][CH:22]=5)[NH:17][C:16]=4[C:15]([C:31]4[N:35]=[C:34]([CH3:36])[O:33][N:32]=4)([C:26]4[O:28][C:29]([OH:45])=[N:38][N:37]=4)[NH:14]3)[NH:11][CH:12]=2)=[N:6][CH:7]=1. (5) The product is: [Cl:16][CH2:4][CH2:5][C:6]([C:13]1[CH:14]=[CH:15][C:10]([F:9])=[CH:11][CH:12]=1)=[O:7]. Given the reactants ClCC[CH2:4][CH2:5][C:6](Cl)=[O:7].[F:9][C:10]1[CH:15]=[CH:14][CH:13]=[CH:12][CH:11]=1.[Cl-:16].[Al+3].[Cl-].[Cl-].Cl, predict the reaction product.